This data is from Reaction yield outcomes from USPTO patents with 853,638 reactions. The task is: Predict the reaction yield, written as a fraction of the theoretical maximum amount of product (1.0 means a 100% yield; for example, 0.34 means a 34% yield). (1) The catalyst is CO. The reactants are Cl[C:2]1[CH:7]=[C:6]([O:8][CH2:9][CH2:10][CH2:11][CH:12]2[CH2:17][CH2:16][N:15]([CH3:18])[CH2:14][CH2:13]2)[N:5]=[CH:4][C:3]=1[C:19]1[NH:23]C2C=CC(F)=C(C)C=2N=1.[CH3:30][O-:31].[Na+]. The product is [CH3:30][O:31][C:2]1[C:3]([C:19]#[N:23])=[CH:4][N:5]=[C:6]([O:8][CH2:9][CH2:10][CH2:11][CH:12]2[CH2:17][CH2:16][N:15]([CH3:18])[CH2:14][CH2:13]2)[CH:7]=1. The yield is 1.00. (2) The reactants are FC(F)(F)S(O[C:7]1[C:16]2[C:11](=[CH:12][CH:13]=[CH:14][CH:15]=2)[CH:10]=[CH:9][C:8]=1[C:17]([O:19][CH2:20][CH3:21])=[O:18])(=O)=O.[CH:24]1[C:37]2[CH:36]=[C:35](B(O)O)[C:34]3[C:29](=[CH:30][CH:31]=[CH:32][CH:33]=3)[C:28]=2[CH:27]=[CH:26][CH:25]=1.C(=O)([O-])[O-].[Na+].[Na+]. The catalyst is [Pd].C1(P(C2C=CC=CC=2)C2C=CC=CC=2)C=CC=CC=1.C1(P(C2C=CC=CC=2)C2C=CC=CC=2)C=CC=CC=1.C1(P(C2C=CC=CC=2)C2C=CC=CC=2)C=CC=CC=1.C1(P(C2C=CC=CC=2)C2C=CC=CC=2)C=CC=CC=1.COCCOC. The product is [CH:24]1[C:37]2[CH:36]=[C:35]([C:7]3[C:16]4[C:11](=[CH:12][CH:13]=[CH:14][CH:15]=4)[CH:10]=[CH:9][C:8]=3[C:17]([O:19][CH2:20][CH3:21])=[O:18])[C:34]3[C:29](=[CH:30][CH:31]=[CH:32][CH:33]=3)[C:28]=2[CH:27]=[CH:26][CH:25]=1. The yield is 0.990. (3) The reactants are [C:1]([O:5][C:6](=[O:20])[NH:7][CH2:8][CH2:9][C:10]#[C:11][C:12]1[CH:17]=[CH:16][C:15]([C:18]#[N:19])=[CH:14][CH:13]=1)([CH3:4])([CH3:3])[CH3:2].[H][H]. The catalyst is [Pd].C(O)C.C1COCC1. The product is [C:1]([O:5][C:6](=[O:20])[NH:7][CH2:8][CH2:9][CH2:10][CH2:11][C:12]1[CH:13]=[CH:14][C:15]([C:18]#[N:19])=[CH:16][CH:17]=1)([CH3:4])([CH3:2])[CH3:3]. The yield is 0.870. (4) The reactants are [NH2:1][C:2]1[CH:7]=[CH:6][N:5]=[CH:4][CH:3]=1.[N:8]1[CH:13]=[CH:12][CH:11]=[C:10]([C:14]2[N:18]([C:19]3[CH:27]=[CH:26][C:22]([C:23](O)=[O:24])=[CH:21][CH:20]=3)[N:17]=[C:16]([C:28]([F:31])([F:30])[F:29])[CH:15]=2)[CH:9]=1.Cl.CN(C)CCCN=C=NCC.CN(C1C=CC=CN=1)C. The catalyst is ClCCl. The product is [N:5]1[CH:6]=[CH:7][C:2]([NH:1][C:23](=[O:24])[C:22]2[CH:26]=[CH:27][C:19]([N:18]3[C:14]([C:10]4[CH:9]=[N:8][CH:13]=[CH:12][CH:11]=4)=[CH:15][C:16]([C:28]([F:31])([F:30])[F:29])=[N:17]3)=[CH:20][CH:21]=2)=[CH:3][CH:4]=1. The yield is 0.240. (5) The yield is 0.840. The product is [Cl:1][C:2]1[C:12]2[O:11][CH2:10][CH2:9][N:8]([CH:13]([CH3:14])[CH3:15])[CH2:7][C:6]=2[CH:5]=[C:4]([NH2:16])[CH:3]=1. The catalyst is C(O)C.Cl. The reactants are [Cl:1][C:2]1[C:12]2[O:11][CH2:10][CH2:9][N:8]([CH:13]([CH3:15])[CH3:14])[CH2:7][C:6]=2[CH:5]=[C:4]([N+:16]([O-])=O)[CH:3]=1.O.O.[Sn](Cl)Cl.C(=O)([O-])O.[Na+]. (6) The reactants are [F:1][C:2]1[C:3]([C:9]2[N:10]([CH:15]3[CH2:20][CH2:19][O:18][CH2:17][CH2:16]3)[C:11]([CH3:14])=[N:12][CH:13]=2)=[N:4][C:5]([NH2:8])=[N:6][CH:7]=1.Br[C:22]1[CH:23]=[CH:24][C:25]([C:28]([O:30][CH3:31])=[O:29])=[N:26][CH:27]=1.C([O-])([O-])=O.[Cs+].[Cs+].CC(C1C=C(C(C)C)C(C2C=CC=CC=2P(C2CCCCC2)C2CCCCC2)=C(C(C)C)C=1)C. The catalyst is C(Cl)Cl.C1C=CC(/C=C/C(/C=C/C2C=CC=CC=2)=O)=CC=1.C1C=CC(/C=C/C(/C=C/C2C=CC=CC=2)=O)=CC=1.C1C=CC(/C=C/C(/C=C/C2C=CC=CC=2)=O)=CC=1.[Pd].[Pd].CC(C1C=C(C(C)C)C(C2C=CC=CC=2P(C2CCCCC2)C2CCCCC2)=C(C(C)C)C=1)C.CO.O1CCOCC1. The product is [F:1][C:2]1[C:3]([C:9]2[N:10]([CH:15]3[CH2:20][CH2:19][O:18][CH2:17][CH2:16]3)[C:11]([CH3:14])=[N:12][CH:13]=2)=[N:4][C:5]([NH:8][C:22]2[CH:23]=[CH:24][C:25]([C:28]([O:30][CH3:31])=[O:29])=[N:26][CH:27]=2)=[N:6][CH:7]=1. The yield is 0.670. (7) The reactants are [Cl:1][C:2]1[N:11]=[C:10](Cl)[C:9]2[C:4](=[CH:5][CH:6]=[CH:7][C:8]=2[CH3:13])[N:3]=1.[CH2:14]([NH:16][C@H:17]1[CH2:21][CH2:20][NH:19][CH2:18]1)[CH3:15]. No catalyst specified. The product is [Cl:1][C:2]1[N:11]=[C:10]([N:19]2[CH2:20][CH2:21][C@H:17]([NH:16][CH2:14][CH3:15])[CH2:18]2)[C:9]2[C:4](=[CH:5][CH:6]=[CH:7][C:8]=2[CH3:13])[N:3]=1. The yield is 0.660. (8) The reactants are [CH3:1][O:2][C:3]1[CH:8]=[CH:7][C:6]([O:9][CH2:10][O:11][CH3:12])=[CH:5][N:4]=1.C([Li])(C)(C)C.CCCCC.[C:23]1([CH:29]([C:41]2[CH:46]=[CH:45][CH:44]=[CH:43][CH:42]=2)[N:30]2[C:38]3[C:33](=[CH:34][CH:35]=[CH:36][CH:37]=3)[C:32](=[O:39])[C:31]2=[O:40])[CH:28]=[CH:27][CH:26]=[CH:25][CH:24]=1.[Cl-].[NH4+]. The catalyst is O1CCCC1.C(OCC)(=O)C.O. The product is [C:41]1([CH:29]([C:23]2[CH:28]=[CH:27][CH:26]=[CH:25][CH:24]=2)[N:30]2[C:38]3[C:33](=[CH:34][CH:35]=[CH:36][CH:37]=3)[C:32]([OH:39])([C:7]3[C:6]([O:9][CH2:10][O:11][CH3:12])=[CH:5][N:4]=[C:3]([O:2][CH3:1])[CH:8]=3)[C:31]2=[O:40])[CH:42]=[CH:43][CH:44]=[CH:45][CH:46]=1. The yield is 0.640. (9) The yield is 0.640. The catalyst is C1COCC1. The reactants are [CH2:1]([N:8]1[CH:16]=[C:15]2[C:10]([N:11]=[C:12]([CH3:30])[C:13]([C:25](OCC)=[O:26])=[C:14]2[C:17]2[CH:22]=[CH:21][C:20]([Cl:23])=[CH:19][C:18]=2[Cl:24])=[CH:9]1)[C:2]1[CH:7]=[CH:6][CH:5]=[CH:4][CH:3]=1.[H-].[H-].[H-].[H-].[Li+].[Al+3]. The product is [CH2:1]([N:8]1[CH:16]=[C:15]2[C:10]([N:11]=[C:12]([CH3:30])[C:13]([CH2:25][OH:26])=[C:14]2[C:17]2[CH:22]=[CH:21][C:20]([Cl:23])=[CH:19][C:18]=2[Cl:24])=[CH:9]1)[C:2]1[CH:3]=[CH:4][CH:5]=[CH:6][CH:7]=1. (10) The reactants are [CH2:1]([O:8][C:9]([NH:11][CH:12]([CH2:17]P(OC)(OC)=O)[C:13]([O:15][CH3:16])=[O:14])=[O:10])[C:2]1[CH:7]=[CH:6][CH:5]=[CH:4][CH:3]=1.[CH3:24][N:25](C)[C:26](=N)[N:27]([CH3:29])C.N1C=CN=C1C=O. The catalyst is O1CCCC1. The product is [CH2:1]([O:8][C:9]([NH:11]/[C:12](=[CH:17]\[C:26]1[NH:25][CH:24]=[CH:29][N:27]=1)/[C:13]([O:15][CH3:16])=[O:14])=[O:10])[C:2]1[CH:3]=[CH:4][CH:5]=[CH:6][CH:7]=1. The yield is 0.400.